Task: Predict the product of the given reaction.. Dataset: Forward reaction prediction with 1.9M reactions from USPTO patents (1976-2016) (1) Given the reactants [Cl:1][C:2]1[N:7]=[C:6](/[CH:8]=[C:9](/[C:11]2[CH:12]=[C:13]([NH:17][S:18]([C:21]3[C:26]([F:27])=[CH:25][CH:24]=[CH:23][C:22]=3[F:28])(=[O:20])=[O:19])[CH:14]=[CH:15][CH:16]=2)\[OH:10])[CH:5]=[CH:4][N:3]=1.[Cl:29]C1C(NS(C2C(F)=CC=CC=2F)(=O)=O)=CC=CC=1C(OC)=O.ClC1N=C(C)C=CN=1, predict the reaction product. The product is: [Cl:29][C:12]1[C:11](/[C:9](/[OH:10])=[CH:8]\[C:6]2[CH:5]=[CH:4][N:3]=[C:2]([Cl:1])[N:7]=2)=[CH:16][CH:15]=[CH:14][C:13]=1[NH:17][S:18]([C:21]1[C:26]([F:27])=[CH:25][CH:24]=[CH:23][C:22]=1[F:28])(=[O:19])=[O:20]. (2) Given the reactants [CH2:1]([N:3]1[C:11]2[C:6](=[C:7]([N+:12]([O-])=O)[CH:8]=[CH:9][CH:10]=2)[C:5]([C:15]2[CH:20]=[CH:19][C:18]([CH3:21])=[CH:17][CH:16]=2)=[N:4]1)[CH3:2], predict the reaction product. The product is: [CH2:1]([N:3]1[C:11]2[C:6](=[C:7]([NH2:12])[CH:8]=[CH:9][CH:10]=2)[C:5]([C:15]2[CH:16]=[CH:17][C:18]([CH3:21])=[CH:19][CH:20]=2)=[N:4]1)[CH3:2]. (3) Given the reactants [Cl:1][C:2]1[CH:7]=[CH:6][N:5]2[N:8]=[C:9]([NH2:11])[N:10]=[C:4]2[CH:3]=1.Br[C:13]1[CH:18]=[CH:17][C:16]([S:19]([CH3:22])(=[O:21])=[O:20])=[CH:15][C:14]=1[O:23][CH3:24], predict the reaction product. The product is: [Cl:1][C:2]1[CH:7]=[CH:6][N:5]2[N:8]=[C:9]([NH:11][C:13]3[CH:18]=[CH:17][C:16]([S:19]([CH3:22])(=[O:21])=[O:20])=[CH:15][C:14]=3[O:23][CH3:24])[N:10]=[C:4]2[CH:3]=1. (4) Given the reactants [C:1]([C:4]1[C:12]2[C:7](=[CH:8][CH:9]=[CH:10][CH:11]=2)[NH:6][N:5]=1)([OH:3])=[O:2].Cl.[CH3:14]O, predict the reaction product. The product is: [CH3:14][O:2][C:1]([C:4]1[C:12]2[C:7](=[CH:8][CH:9]=[CH:10][CH:11]=2)[NH:6][N:5]=1)=[O:3]. (5) Given the reactants [CH2:1]([C:3]1[CH:4]=[C:5]([CH:9]=[C:10]([CH3:12])[N:11]=1)[C:6](O)=[O:7])[CH3:2].[NH2:13][NH2:14].[N:15]1[CH:20]=[CH:19][CH:18]=[CH:17]C=1.F[C:22](F)(F)S(OS(C(F)(F)F)(=O)=O)(=O)=O.[CH2:36]1[CH2:40]O[CH2:38][CH2:37]1, predict the reaction product. The product is: [CH2:37]([C:36]1[CH:40]=[C:18]([C:17]2[O:7][C:6]([C:5]3[CH:9]=[C:10]([CH3:12])[N:11]=[C:3]([CH2:1][CH3:2])[CH:4]=3)=[N:14][N:13]=2)[CH:19]=[C:20]([CH3:22])[N:15]=1)[CH3:38]. (6) Given the reactants [NH2:1][C:2]1[N:10]=[C:9]2[C:5]([N:6]=[CH:7][N:8]2[CH2:11][C:12]2[CH:17]=[C:16]([O:18][CH3:19])[C:15]([OH:20])=[C:14]([O:21][CH3:22])[C:13]=2[Br:23])=[C:4]([Cl:24])[N:3]=1.[C:25]([O-])(=O)C, predict the reaction product. The product is: [Br:23][C:13]1[C:14]([O:21][CH3:22])=[C:15]([O:20][CH3:25])[C:16]([O:18][CH3:19])=[CH:17][C:12]=1[CH2:11][N:8]1[CH:7]=[N:6][C:5]2[C:9]1=[N:10][C:2]([NH2:1])=[N:3][C:4]=2[Cl:24].[Cl:24][C:4]1[N:3]=[C:2]([NH2:1])[N:10]=[C:9]2[C:5]=1[N:6]=[CH:7][N:8]2[CH2:11][C:12]1[CH:17]=[C:16]([O:18][CH3:19])[C:15]([O:20][CH3:25])=[C:14]([O:21][CH3:22])[CH:13]=1.